Task: Predict which catalyst facilitates the given reaction.. Dataset: Catalyst prediction with 721,799 reactions and 888 catalyst types from USPTO (1) Reactant: [Li]C(C)(C)C.Br[C:7]1[CH:8]=[CH:9][C:10]([F:23])=[C:11]2[C:15]=1[N:14]([C:16]([O:18][C:19]([CH3:22])([CH3:21])[CH3:20])=[O:17])[CH2:13][CH2:12]2.[C:24](=[O:26])=[O:25]. Product: [CH3:20][C:19]([O:18][C:16]([N:14]1[C:15]2[C:11](=[C:10]([F:23])[CH:9]=[CH:8][C:7]=2[C:24]([OH:26])=[O:25])[CH2:12][CH2:13]1)=[O:17])([CH3:22])[CH3:21]. The catalyst class is: 1. (2) Reactant: [C:1]([O:9][CH2:10][CH:11]([CH2:24][O:25][C:26](=[O:33])[C:27]1[CH:32]=[CH:31][CH:30]=[CH:29][CH:28]=1)[CH2:12][CH2:13][N:14]1[CH:21]=[C:20]([CH:22]=[CH2:23])[C:18](=[O:19])[NH:17][C:15]1=[O:16])(=[O:8])[C:2]1[CH:7]=[CH:6][CH:5]=[CH:4][CH:3]=1.[N-:34]=[N+:35]=[N-:36].[Na+].O.[Br:39]N1C(=O)CCC1=O. Product: [C:26]([O:25][CH2:24][CH:11]([CH2:10][O:9][C:1](=[O:8])[C:2]1[CH:7]=[CH:6][CH:5]=[CH:4][CH:3]=1)[CH2:12][CH2:13][N:14]1[CH:21]=[C:20]([CH:22]([N:34]=[N+:35]=[N-:36])[CH2:23][Br:39])[C:18](=[O:19])[NH:17][C:15]1=[O:16])(=[O:33])[C:27]1[CH:32]=[CH:31][CH:30]=[CH:29][CH:28]=1. The catalyst class is: 57. (3) Reactant: Cl[P:2]([C:9]1[CH:14]=[CH:13][CH:12]=[CH:11][CH:10]=1)[C:3]1[CH:8]=[CH:7][CH:6]=[CH:5][CH:4]=1.[CH2:15]([C:19]1[CH:24]=[CH:23][C:22]([S:25]([NH2:28])(=[O:27])=[O:26])=[CH:21][CH:20]=1)[CH2:16][CH2:17][CH3:18].C(N(CC)CC)C. Product: [C:3]1([P:2]([C:9]2[CH:14]=[CH:13][CH:12]=[CH:11][CH:10]=2)[NH:28][S:25]([C:22]2[CH:23]=[CH:24][C:19]([CH2:15][CH2:16][CH2:17][CH3:18])=[CH:20][CH:21]=2)(=[O:26])=[O:27])[CH:8]=[CH:7][CH:6]=[CH:5][CH:4]=1. The catalyst class is: 1. (4) The catalyst class is: 68. Reactant: [F:1][C:2]1[C:10]2[C:5](=[CH:6][CH:7]=[C:8]([CH:11]3[CH2:16][CH2:15][N:14]([CH2:17][CH2:18][N:19](C)[C:20](=O)OC(C)(C)C)[CH2:13][CH2:12]3)[CH:9]=2)[NH:4][C:3]=1[C:28]1[CH:33]=[CH:32][CH:31]=[CH:30][C:29]=1[NH:34][S:35]([CH3:38])(=[O:37])=[O:36].C(O)(C(F)(F)F)=O. Product: [F:1][C:2]1[C:10]2[C:5](=[CH:6][CH:7]=[C:8]([CH:11]3[CH2:16][CH2:15][N:14]([CH2:17][CH2:18][NH:19][CH3:20])[CH2:13][CH2:12]3)[CH:9]=2)[NH:4][C:3]=1[C:28]1[CH:33]=[CH:32][CH:31]=[CH:30][C:29]=1[NH:34][S:35]([CH3:38])(=[O:37])=[O:36]. (5) Reactant: Cl[C:2]1[CH:7]=[C:6]([C:8]2[CH:13]=[CH:12][CH:11]=[C:10]([CH3:14])[C:9]=2[CH3:15])[N:5]=[C:4]([NH2:16])[N:3]=1.Cl.[Cl:18][C:19]1[CH:24]=[CH:23][C:22]([CH2:25][C:26]2([NH2:29])[CH2:28][CH2:27]2)=[CH:21][CH:20]=1.C(N(CC)CC)C. Product: [Cl:18][C:19]1[CH:20]=[CH:21][C:22]([CH2:25][C:26]2([NH:29][C:2]3[CH:7]=[C:6]([C:8]4[CH:13]=[CH:12][CH:11]=[C:10]([CH3:14])[C:9]=4[CH3:15])[N:5]=[C:4]([NH2:16])[N:3]=3)[CH2:28][CH2:27]2)=[CH:23][CH:24]=1. The catalyst class is: 51. (6) The catalyst class is: 8. Reactant: CN.[F:3][C:4]1[CH:9]=[C:8]([N:10]2[CH2:15][CH2:14][O:13][CH2:12][C:11]2=[O:16])[CH:7]=[CH:6][C:5]=1[N:17]1[CH2:21][C@H:20]([CH2:22][N:23]2C(=O)C3C(=CC=CC=3)C2=O)[O:19][C:18]1=[O:34]. Product: [NH2:23][CH2:22][C@@H:20]1[O:19][C:18](=[O:34])[N:17]([C:5]2[CH:6]=[CH:7][C:8]([N:10]3[CH2:15][CH2:14][O:13][CH2:12][C:11]3=[O:16])=[CH:9][C:4]=2[F:3])[CH2:21]1.